Dataset: Reaction yield outcomes from USPTO patents with 853,638 reactions. Task: Predict the reaction yield, written as a fraction of the theoretical maximum amount of product (1.0 means a 100% yield; for example, 0.34 means a 34% yield). (1) The reactants are [NH:1]1[CH2:6][CH2:5][NH:4][CH2:3][CH2:2]1.Cl[CH2:8][C:9]1[CH:14]=[CH:13][C:12]([F:15])=[CH:11][C:10]=1[F:16]. The catalyst is C1COCC1. The product is [F:16][C:10]1[CH:11]=[C:12]([F:15])[CH:13]=[CH:14][C:9]=1[CH2:8][N:1]1[CH2:6][CH2:5][NH:4][CH2:3][CH2:2]1. The yield is 0.920. (2) The reactants are [CH2:1]([O:3][C:4]1[CH:19]=[CH:18][C:7]([O:8][C:9]2[CH:10]=[C:11]([CH:15]=[CH:16][CH:17]=2)[C:12]([OH:14])=O)=[CH:6][CH:5]=1)[CH3:2].C1C=CC2N(O)N=NC=2C=1.CCN=C=NCCCN(C)C.[NH2:41][C@@H:42]1[C@H:46]2[O:47][CH2:48][C@H:49]([NH:50][C:51]([CH:53]3[CH2:55][CH2:54]3)=[O:52])[C@H:45]2[O:44][CH2:43]1. The catalyst is CN(C=O)C. The product is [CH:53]1([C:51]([NH:50][C@@H:49]2[C@H:45]3[O:44][CH2:43][C@H:42]([NH:41][C:12](=[O:14])[C:11]4[CH:15]=[CH:16][CH:17]=[C:9]([O:8][C:7]5[CH:6]=[CH:5][C:4]([O:3][CH2:1][CH3:2])=[CH:19][CH:18]=5)[CH:10]=4)[C@H:46]3[O:47][CH2:48]2)=[O:52])[CH2:54][CH2:55]1. The yield is 0.531.